The task is: Regression. Given a peptide amino acid sequence and an MHC pseudo amino acid sequence, predict their binding affinity value. This is MHC class II binding data.. This data is from Peptide-MHC class II binding affinity with 134,281 pairs from IEDB. (1) The MHC is DRB1_0101 with pseudo-sequence DRB1_0101. The binding affinity (normalized) is 0.296. The peptide sequence is KSRSTLMYEIVGGRF. (2) The peptide sequence is SGMAEATSLDTMAQM. The MHC is HLA-DQA10401-DQB10402 with pseudo-sequence HLA-DQA10401-DQB10402. The binding affinity (normalized) is 0.452. (3) The peptide sequence is EVVAATPTSLLISWG. The MHC is DRB1_1602 with pseudo-sequence DRB1_1602. The binding affinity (normalized) is 0.176. (4) The peptide sequence is AQKVAATAANAAPAN. The MHC is DRB1_1001 with pseudo-sequence DRB1_1001. The binding affinity (normalized) is 0.360. (5) The peptide sequence is AAIVVAGATATIGLG. The MHC is DRB1_0701 with pseudo-sequence DRB1_0701. The binding affinity (normalized) is 0.0858. (6) The MHC is HLA-DPA10201-DPB11401 with pseudo-sequence HLA-DPA10201-DPB11401. The binding affinity (normalized) is 0.259. The peptide sequence is FVQALTTAAASYASV. (7) The peptide sequence is HVRALGQKYFGSLPSSQQQTV. The MHC is DRB1_0401 with pseudo-sequence DRB1_0401. The binding affinity (normalized) is 0.615. (8) The MHC is DRB1_1501 with pseudo-sequence DRB1_1501. The binding affinity (normalized) is 0.408. The peptide sequence is IAVGGITLFLGFTVQ.